From a dataset of Forward reaction prediction with 1.9M reactions from USPTO patents (1976-2016). Predict the product of the given reaction. (1) Given the reactants [CH:1]([C:4]1[C:5]([S:13]([C:16]2[CH:21]=[CH:20][C:19]([O:22][CH2:23][CH2:24][CH2:25]Br)=[CH:18][CH:17]=2)(=[O:15])=[O:14])=[C:6]2[N:11]([CH:12]=1)[CH:10]=[CH:9][CH:8]=[CH:7]2)([CH3:3])[CH3:2].[CH3:27][O:28][C:29]1[CH:30]=[C:31]([CH:33]=[C:34]([O:38][CH3:39])[C:35]=1[O:36][CH3:37])[NH2:32].C(N(CC)CC)C, predict the reaction product. The product is: [CH:1]([C:4]1[C:5]([S:13]([C:16]2[CH:21]=[CH:20][C:19]([O:22][CH2:23][CH2:24][CH2:25][NH:32][C:31]3[CH:33]=[C:34]([O:38][CH3:39])[C:35]([O:36][CH3:37])=[C:29]([O:28][CH3:27])[CH:30]=3)=[CH:18][CH:17]=2)(=[O:15])=[O:14])=[C:6]2[N:11]([CH:12]=1)[CH:10]=[CH:9][CH:8]=[CH:7]2)([CH3:3])[CH3:2]. (2) Given the reactants [OH:1][C:2]1[CH:3]=[C:4]([OH:11])[C:5](=[CH:8][C:9]=1[OH:10])[CH:6]=O.CC1(C)O[C:18](=[O:19])[CH2:17][C:15](=[O:16])[O:14]1, predict the reaction product. The product is: [OH:10][C:9]1[CH:8]=[C:5]2[C:4](=[CH:3][C:2]=1[OH:1])[O:11][C:18](=[O:19])[C:17]([C:15]([OH:16])=[O:14])=[CH:6]2. (3) Given the reactants [CH3:1][O:2][C:3]1[CH:4]=[C:5](B(O)O)[CH:6]=[C:7]([O:13][CH3:14])[C:8]=1[O:9][CH:10]([CH3:12])[CH3:11].Cl[C:19]1[CH:20]=[C:21]([CH:27]=[CH:28][N:29]=1)[C:22]([O:24][CH2:25][CH3:26])=[O:23], predict the reaction product. The product is: [CH3:1][O:2][C:3]1[CH:4]=[C:5]([C:19]2[CH:20]=[C:21]([CH:27]=[CH:28][N:29]=2)[C:22]([O:24][CH2:25][CH3:26])=[O:23])[CH:6]=[C:7]([O:13][CH3:14])[C:8]=1[O:9][CH:10]([CH3:12])[CH3:11]. (4) The product is: [CH:19]1([N:7]2[CH2:8][CH2:9][C:10]3[S:1][C:2]([C:11]4[CH:12]=[C:13]([CH:16]=[CH:17][CH:18]=4)[C:14]#[N:15])=[N:3][C:4]=3[CH2:5][CH2:6]2)[CH2:22][CH2:21][CH2:20]1. Given the reactants [S:1]1[C:10]2[CH2:9][CH2:8][NH:7][CH2:6][CH2:5][C:4]=2[N:3]=[C:2]1[C:11]1[CH:12]=[C:13]([CH:16]=[CH:17][CH:18]=1)[C:14]#[N:15].[C:19]1(=O)[CH2:22][CH2:21][CH2:20]1.C(O[BH-](OC(=O)C)OC(=O)C)(=O)C.[Na+], predict the reaction product.